Task: Predict the reaction yield, written as a fraction of the theoretical maximum amount of product (1.0 means a 100% yield; for example, 0.34 means a 34% yield).. Dataset: Reaction yield outcomes from USPTO patents with 853,638 reactions (1) The catalyst is C(Cl)Cl.CN(C=O)C. The reactants are [CH:1]([C:4]1[N:13]=[CH:12][C:11]2[CH2:10][CH:9]([C:14]([O-:16])=O)[CH2:8][CH2:7][C:6]=2[N:5]=1)([CH3:3])[CH3:2].[Na+].[NH2:18][CH2:19][CH2:20][NH:21][C:22]([C:24]1[C:25]([C:35]([F:38])([F:37])[F:36])=[N:26][N:27]([C:29]2[CH:34]=[CH:33][CH:32]=[CH:31][CH:30]=2)[CH:28]=1)=[O:23].CCN=C=NCCCN(C)C.Cl.C1C=CC2N(O)N=NC=2C=1.O.C(N(CC)CC)C. The product is [CH:1]([C:4]1[N:13]=[CH:12][C:11]2[CH2:10][CH:9]([C:14]([NH:18][CH2:19][CH2:20][NH:21][C:22]([C:24]3[C:25]([C:35]([F:37])([F:38])[F:36])=[N:26][N:27]([C:29]4[CH:34]=[CH:33][CH:32]=[CH:31][CH:30]=4)[CH:28]=3)=[O:23])=[O:16])[CH2:8][CH2:7][C:6]=2[N:5]=1)([CH3:2])[CH3:3]. The yield is 0.270. (2) The reactants are [NH2:1][C:2]1[N:7]([CH2:8][CH2:9][CH2:10][CH3:11])[C:6](=[O:12])[NH:5][C:4](=[O:13])[CH:3]=1.Cl.[N:15]([O-])=[O:16].[Na+].[OH-].[NH4+]. No catalyst specified. The product is [NH2:1][C:2]1[N:7]([CH2:8][CH2:9][CH2:10][CH3:11])[C:6](=[O:12])[NH:5][C:4](=[O:13])[C:3]=1[N:15]=[O:16]. The yield is 0.830. (3) The reactants are Cl[C:2]1[N:6]([CH2:7][CH2:8][CH2:9][C:10]([O:12][CH2:13][CH3:14])=[O:11])[C:5]2[C:15]([CH:20]([CH2:23][CH3:24])[CH2:21][CH3:22])=[CH:16][CH:17]=[C:18]([Cl:19])[C:4]=2[N:3]=1.[N-:25]=[N+:26]=[N-:27].[Na+].O. The catalyst is CN1CCCC1=O. The product is [N:25]([C:2]1[N:6]([CH2:7][CH2:8][CH2:9][C:10]([O:12][CH2:13][CH3:14])=[O:11])[C:5]2[C:15]([CH:20]([CH2:23][CH3:24])[CH2:21][CH3:22])=[CH:16][CH:17]=[C:18]([Cl:19])[C:4]=2[N:3]=1)=[N+:26]=[N-:27]. The yield is 0.640. (4) The reactants are [CH:1]1[C:14]2[CH:13]=[C:12](B(O)O)[C:11]3[C:6](=[CH:7][CH:8]=[CH:9][CH:10]=3)[C:5]=2[CH:4]=[CH:3][CH:2]=1.Br[C:19]1[CH:20]=[C:21]([C:26]2[N:31]=[C:30]([C:32]3[CH:37]=[CH:36][CH:35]=[CH:34][CH:33]=3)[CH:29]=[C:28]([C:38]3[CH:43]=[CH:42][CH:41]=[CH:40][CH:39]=3)[N:27]=2)[CH:22]=[C:23](Br)[CH:24]=1.C([O-])([O-])=O.[K+].[K+].[N:50]1[CH:55]=[CH:54][CH:53]=[CH:52][C:51]=1[C:56]1[CH:61]=[CH:60][C:59](B(O)O)=[CH:58][CH:57]=1. The catalyst is C1C=CC([P]([Pd]([P](C2C=CC=CC=2)(C2C=CC=CC=2)C2C=CC=CC=2)([P](C2C=CC=CC=2)(C2C=CC=CC=2)C2C=CC=CC=2)[P](C2C=CC=CC=2)(C2C=CC=CC=2)C2C=CC=CC=2)(C2C=CC=CC=2)C2C=CC=CC=2)=CC=1.C(O)C.C1(C)C=CC=CC=1. The product is [C:38]1([C:28]2[CH:29]=[C:30]([C:32]3[CH:37]=[CH:36][CH:35]=[CH:34][CH:33]=3)[N:31]=[C:26]([C:21]3[CH:20]=[C:19]([C:59]4[CH:58]=[CH:57][C:56]([C:51]5[CH:52]=[CH:53][CH:54]=[CH:55][N:50]=5)=[CH:61][CH:60]=4)[CH:24]=[C:23]([C:13]4[C:14]5[C:5]([C:6]6[CH:7]=[CH:8][CH:9]=[CH:10][C:11]=6[CH:12]=4)=[CH:4][CH:3]=[CH:2][CH:1]=5)[CH:22]=3)[N:27]=2)[CH:43]=[CH:42][CH:41]=[CH:40][CH:39]=1. The yield is 0.620. (5) The product is [Br:3][C:4]1[CH:5]=[C:6]([C:10]2([CH3:20])[N:15]=[C:14]([NH2:1])[CH2:13][N:12]3[N:17]=[CH:18][CH:19]=[C:11]23)[CH:7]=[CH:8][CH:9]=1. The catalyst is CCO. The yield is 0.990. The reactants are [NH4+:1].[Cl-].[Br:3][C:4]1[CH:5]=[C:6]([C:10]2([CH3:20])[NH:15][C:14](=S)[CH2:13][N:12]3[N:17]=[CH:18][CH:19]=[C:11]23)[CH:7]=[CH:8][CH:9]=1.